Regression. Given two drug SMILES strings and cell line genomic features, predict the synergy score measuring deviation from expected non-interaction effect. From a dataset of NCI-60 drug combinations with 297,098 pairs across 59 cell lines. (1) Drug 1: C1=CC(=CC=C1CCC2=CNC3=C2C(=O)NC(=N3)N)C(=O)NC(CCC(=O)O)C(=O)O. Drug 2: CS(=O)(=O)CCNCC1=CC=C(O1)C2=CC3=C(C=C2)N=CN=C3NC4=CC(=C(C=C4)OCC5=CC(=CC=C5)F)Cl. Cell line: MCF7. Synergy scores: CSS=34.4, Synergy_ZIP=4.97, Synergy_Bliss=6.19, Synergy_Loewe=-2.90, Synergy_HSA=5.76. (2) Cell line: K-562. Synergy scores: CSS=42.0, Synergy_ZIP=-3.17, Synergy_Bliss=-4.70, Synergy_Loewe=-20.6, Synergy_HSA=-2.10. Drug 2: CN(C(=O)NC(C=O)C(C(C(CO)O)O)O)N=O. Drug 1: C1=NC2=C(N1)C(=S)N=C(N2)N. (3) Drug 1: C(=O)(N)NO. Drug 2: CCC1(C2=C(COC1=O)C(=O)N3CC4=CC5=C(C=CC(=C5CN(C)C)O)N=C4C3=C2)O.Cl. Cell line: SF-295. Synergy scores: CSS=31.2, Synergy_ZIP=1.98, Synergy_Bliss=3.06, Synergy_Loewe=-52.7, Synergy_HSA=0.606. (4) Drug 1: C1CN1P(=S)(N2CC2)N3CC3. Drug 2: C1=CC=C(C=C1)NC(=O)CCCCCCC(=O)NO. Cell line: TK-10. Synergy scores: CSS=10.5, Synergy_ZIP=-3.87, Synergy_Bliss=2.99, Synergy_Loewe=-11.3, Synergy_HSA=-3.32. (5) Drug 1: C1=CC(=CC=C1CCC2=CNC3=C2C(=O)NC(=N3)N)C(=O)NC(CCC(=O)O)C(=O)O. Drug 2: CC1=C(C(CCC1)(C)C)C=CC(=CC=CC(=CC(=O)O)C)C. Cell line: SNB-75. Synergy scores: CSS=21.0, Synergy_ZIP=-5.57, Synergy_Bliss=-1.41, Synergy_Loewe=1.32, Synergy_HSA=2.14.